This data is from Forward reaction prediction with 1.9M reactions from USPTO patents (1976-2016). The task is: Predict the product of the given reaction. Given the reactants C(N(C(C)C)CC)(C)C.[F:10][C:11]1([F:40])[CH2:16][C@@H:15]([C:17](O)=[O:18])[C@H:14]([C:20]2[C:24]([C:25]3[CH:30]=[CH:29][C:28]([S:31]([CH3:34])(=[O:33])=[O:32])=[CH:27][CH:26]=3)=[CH:23][N:22]([CH2:35][C:36]([F:39])([F:38])[F:37])[N:21]=2)[CH2:13][CH2:12]1.Cl.[NH2:42][C:43]1([C:46]#[N:47])[CH2:45][CH2:44]1.CN(C(ON1N=NC2C=CC=NC1=2)=[N+](C)C)C.F[P-](F)(F)(F)(F)F, predict the reaction product. The product is: [C:46]([C:43]1([NH:42][C:17]([C@@H:15]2[CH2:16][C:11]([F:10])([F:40])[CH2:12][CH2:13][C@H:14]2[C:20]2[C:24]([C:25]3[CH:26]=[CH:27][C:28]([S:31]([CH3:34])(=[O:32])=[O:33])=[CH:29][CH:30]=3)=[CH:23][N:22]([CH2:35][C:36]([F:39])([F:37])[F:38])[N:21]=2)=[O:18])[CH2:45][CH2:44]1)#[N:47].